This data is from NCI-60 drug combinations with 297,098 pairs across 59 cell lines. The task is: Regression. Given two drug SMILES strings and cell line genomic features, predict the synergy score measuring deviation from expected non-interaction effect. (1) Drug 1: CS(=O)(=O)C1=CC(=C(C=C1)C(=O)NC2=CC(=C(C=C2)Cl)C3=CC=CC=N3)Cl. Drug 2: C1C(C(OC1N2C=NC(=NC2=O)N)CO)O. Cell line: SNB-75. Synergy scores: CSS=-3.40, Synergy_ZIP=3.09, Synergy_Bliss=0.774, Synergy_Loewe=-4.28, Synergy_HSA=-3.84. (2) Synergy scores: CSS=6.22, Synergy_ZIP=4.29, Synergy_Bliss=9.43, Synergy_Loewe=4.68, Synergy_HSA=6.83. Drug 2: CC1=CC2C(CCC3(C2CCC3(C(=O)C)OC(=O)C)C)C4(C1=CC(=O)CC4)C. Drug 1: CC1C(C(CC(O1)OC2CC(CC3=C2C(=C4C(=C3O)C(=O)C5=C(C4=O)C(=CC=C5)OC)O)(C(=O)CO)O)N)O.Cl. Cell line: NCI-H460. (3) Drug 1: CNC(=O)C1=CC=CC=C1SC2=CC3=C(C=C2)C(=NN3)C=CC4=CC=CC=N4. Drug 2: CC(C1=C(C=CC(=C1Cl)F)Cl)OC2=C(N=CC(=C2)C3=CN(N=C3)C4CCNCC4)N. Cell line: LOX IMVI. Synergy scores: CSS=12.9, Synergy_ZIP=-1.96, Synergy_Bliss=3.24, Synergy_Loewe=3.84, Synergy_HSA=5.18. (4) Drug 1: CC1CCC2CC(C(=CC=CC=CC(CC(C(=O)C(C(C(=CC(C(=O)CC(OC(=O)C3CCCCN3C(=O)C(=O)C1(O2)O)C(C)CC4CCC(C(C4)OC)O)C)C)O)OC)C)C)C)OC. Drug 2: C1CN(CCN1C(=O)CCBr)C(=O)CCBr. Cell line: A498. Synergy scores: CSS=17.2, Synergy_ZIP=-5.73, Synergy_Bliss=-1.88, Synergy_Loewe=0.0140, Synergy_HSA=0.344. (5) Cell line: ACHN. Synergy scores: CSS=26.4, Synergy_ZIP=0.160, Synergy_Bliss=1.88, Synergy_Loewe=5.13, Synergy_HSA=7.16. Drug 2: COCCOC1=C(C=C2C(=C1)C(=NC=N2)NC3=CC=CC(=C3)C#C)OCCOC.Cl. Drug 1: CC1CCC2CC(C(=CC=CC=CC(CC(C(=O)C(C(C(=CC(C(=O)CC(OC(=O)C3CCCCN3C(=O)C(=O)C1(O2)O)C(C)CC4CCC(C(C4)OC)O)C)C)O)OC)C)C)C)OC. (6) Drug 1: C1CC(=O)NC(=O)C1N2CC3=C(C2=O)C=CC=C3N. Drug 2: CC1CCCC2(C(O2)CC(NC(=O)CC(C(C(=O)C(C1O)C)(C)C)O)C(=CC3=CSC(=N3)C)C)C. Cell line: TK-10. Synergy scores: CSS=-0.930, Synergy_ZIP=-0.368, Synergy_Bliss=1.69, Synergy_Loewe=-1.54, Synergy_HSA=0.193. (7) Drug 2: CC1=CC=C(C=C1)C2=CC(=NN2C3=CC=C(C=C3)S(=O)(=O)N)C(F)(F)F. Synergy scores: CSS=45.5, Synergy_ZIP=0.323, Synergy_Bliss=-1.99, Synergy_Loewe=-32.0, Synergy_HSA=-3.69. Drug 1: C1=CC(=CC=C1CC(C(=O)O)N)N(CCCl)CCCl.Cl. Cell line: HL-60(TB). (8) Drug 1: CN(C)N=NC1=C(NC=N1)C(=O)N. Drug 2: CC1C(C(CC(O1)OC2CC(CC3=C2C(=C4C(=C3O)C(=O)C5=CC=CC=C5C4=O)O)(C(=O)C)O)N)O. Cell line: MOLT-4. Synergy scores: CSS=47.1, Synergy_ZIP=-6.00, Synergy_Bliss=-7.44, Synergy_Loewe=-5.32, Synergy_HSA=-3.78. (9) Drug 1: CC1C(C(CC(O1)OC2CC(CC3=C2C(=C4C(=C3O)C(=O)C5=C(C4=O)C(=CC=C5)OC)O)(C(=O)C)O)N)O.Cl. Drug 2: CN1C(=O)N2C=NC(=C2N=N1)C(=O)N. Cell line: A549. Synergy scores: CSS=18.7, Synergy_ZIP=3.50, Synergy_Bliss=3.76, Synergy_Loewe=-35.9, Synergy_HSA=-0.233. (10) Cell line: OVCAR-4. Drug 2: COCCOC1=C(C=C2C(=C1)C(=NC=N2)NC3=CC=CC(=C3)C#C)OCCOC.Cl. Synergy scores: CSS=2.17, Synergy_ZIP=-1.47, Synergy_Bliss=-1.16, Synergy_Loewe=0.0941, Synergy_HSA=-0.861. Drug 1: CC(C)NC(=O)C1=CC=C(C=C1)CNNC.Cl.